Dataset: Full USPTO retrosynthesis dataset with 1.9M reactions from patents (1976-2016). Task: Predict the reactants needed to synthesize the given product. Given the product [C:15]([C:17]1([C:23]2[N:28]=[CH:27][C:26]([NH:29][C:30]([C:32]3[CH:33]=[N:34][N:35]([C:38]4[CH:43]=[CH:42][C:41]([C:44]([F:47])([F:46])[F:45])=[CH:40][N:39]=4)[C:36]=3[CH3:37])=[O:31])=[CH:25][CH:24]=2)[CH2:18][CH2:19][N:20]([S:10](=[O:12])(=[O:11])[N:9]([CH3:14])[CH3:8])[CH2:21][CH2:22]1)#[N:16], predict the reactants needed to synthesize it. The reactants are: C(N(CC)CC)C.[CH3:8][N:9]([CH3:14])[S:10](Cl)(=[O:12])=[O:11].[C:15]([C:17]1([C:23]2[N:28]=[CH:27][C:26]([NH:29][C:30]([C:32]3[CH:33]=[N:34][N:35]([C:38]4[CH:43]=[CH:42][C:41]([C:44]([F:47])([F:46])[F:45])=[CH:40][N:39]=4)[C:36]=3[CH3:37])=[O:31])=[CH:25][CH:24]=2)[CH2:22][CH2:21][NH:20][CH2:19][CH2:18]1)#[N:16].ClCCl.